From a dataset of Full USPTO retrosynthesis dataset with 1.9M reactions from patents (1976-2016). Predict the reactants needed to synthesize the given product. (1) Given the product [CH:1]([C:3]1[CH:4]=[C:5]([NH:6][C:10](=[O:11])[O:12][C:13]([CH3:16])([CH3:15])[CH3:14])[CH:7]=[CH:8][CH:9]=1)=[CH2:2], predict the reactants needed to synthesize it. The reactants are: [CH:1]([C:3]1[CH:4]=[C:5]([CH:7]=[CH:8][CH:9]=1)[NH2:6])=[CH2:2].[C:10](O[C:10]([O:12][C:13]([CH3:16])([CH3:15])[CH3:14])=[O:11])([O:12][C:13]([CH3:16])([CH3:15])[CH3:14])=[O:11]. (2) The reactants are: [NH2:1][CH2:2][C:3]1[C:12](=[O:13])[C:11]2[C:6](=[CH:7][C:8]([Cl:14])=[CH:9][CH:10]=2)[N:5]([C:15]2[CH:20]=[CH:19][CH:18]=[CH:17][CH:16]=2)[CH:4]=1.[F:21][C:22]([F:34])([F:33])[O:23][C:24]1[CH:29]=[CH:28][C:27]([N:30]=[C:31]=[O:32])=[CH:26][CH:25]=1. Given the product [F:21][C:22]([F:33])([F:34])[O:23][C:24]1[CH:25]=[CH:26][C:27]([NH:30][C:31]([NH:1][CH2:2][C:3]2[C:12](=[O:13])[C:11]3[C:6](=[CH:7][C:8]([Cl:14])=[CH:9][CH:10]=3)[N:5]([C:15]3[CH:16]=[CH:17][CH:18]=[CH:19][CH:20]=3)[CH:4]=2)=[O:32])=[CH:28][CH:29]=1, predict the reactants needed to synthesize it.